From a dataset of Reaction yield outcomes from USPTO patents with 853,638 reactions. Predict the reaction yield, written as a fraction of the theoretical maximum amount of product (1.0 means a 100% yield; for example, 0.34 means a 34% yield). (1) The reactants are [CH3:1][O:2][C:3]([C:5]1[CH:14]=[C:13](OS(C(F)(F)F)(=O)=O)[C:12]2[C:7](=[C:8]([N+:23]([O-:25])=[O:24])[CH:9]=[CH:10][CH:11]=2)[N:6]=1)=[O:4].C1(C#C)C=CC=CC=1.[C:34]([NH:41][CH2:42][C:43]#[CH:44])([O:36][C:37]([CH3:40])([CH3:39])[CH3:38])=[O:35]. No catalyst specified. The product is [CH3:1][O:2][C:3]([C:5]1[CH:14]=[C:13]([C:44]#[C:43][CH2:42][NH:41][C:34]([O:36][C:37]([CH3:40])([CH3:39])[CH3:38])=[O:35])[C:12]2[C:7](=[C:8]([N+:23]([O-:25])=[O:24])[CH:9]=[CH:10][CH:11]=2)[N:6]=1)=[O:4]. The yield is 0.670. (2) The reactants are [CH2:1]([C:3]1[C:11]2[C:6]3=[C:7]([NH:16][S:17](=[O:20])(=[O:19])[CH2:18][N:5]3[CH:4]=1)[CH:8]=[C:9]([C:12]([O:14][CH3:15])=[O:13])[CH:10]=2)[CH3:2].[H-].[Na+].I[CH3:24]. The catalyst is CN(C=O)C. The product is [CH2:1]([C:3]1[C:11]2[C:6]3=[C:7]([N:16]([CH3:24])[S:17](=[O:20])(=[O:19])[CH2:18][N:5]3[CH:4]=1)[CH:8]=[C:9]([C:12]([O:14][CH3:15])=[O:13])[CH:10]=2)[CH3:2]. The yield is 0.710. (3) The reactants are C[O:2][C:3](=[O:15])[CH2:4][C:5]1[CH:14]=[CH:13][CH:12]=[C:11]2[C:6]=1[CH:7]=[CH:8][N:9]=[CH:10]2.[OH-].[Na+]. The catalyst is C(O)(=O)C. The product is [CH:10]1[C:11]2[C:6](=[C:5]([CH2:4][C:3]([OH:15])=[O:2])[CH:14]=[CH:13][CH:12]=2)[CH:7]=[CH:8][N:9]=1. The yield is 0.470.